Dataset: Catalyst prediction with 721,799 reactions and 888 catalyst types from USPTO. Task: Predict which catalyst facilitates the given reaction. (1) Reactant: [CH3:1][C@H:2]1[O:7][C@@H:6]([CH3:8])[CH2:5][N:4]([C:9]([O:11][CH2:12][CH2:13][N:14]2[CH2:19][CH2:18][NH:17][CH2:16][CH2:15]2)=[O:10])[CH2:3]1.[CH3:20][CH2:21][N:22](C(C)C)C(C)C.ICC#N. Product: [CH:9]([OH:11])=[O:10].[CH3:8][C@H:6]1[O:7][C@@H:2]([CH3:1])[CH2:3][N:4]([C:9]([O:11][CH2:12][CH2:13][N:14]2[CH2:15][CH2:16][N:17]([CH2:20][C:21]#[N:22])[CH2:18][CH2:19]2)=[O:10])[CH2:5]1. The catalyst class is: 1. (2) Reactant: O[C:2]12[NH:10][N:9]=[C:8]([C:11]([F:14])([F:13])[F:12])[CH:7]1[CH2:6][CH2:5][N:4]([C:15]([O:17][C:18]([CH3:21])([CH3:20])[CH3:19])=[O:16])[CH2:3]2.Br[CH2:23][C:24]1[CH:36]=[CH:35][C:27]([C:28]([N:30]([CH2:33][CH3:34])[CH2:31][CH3:32])=[O:29])=[CH:26][CH:25]=1.C(=O)([O-])[O-].[K+].[K+].O. Product: [CH2:33]([N:30]([CH2:31][CH3:32])[C:28]([C:27]1[CH:26]=[CH:25][C:24]([CH2:23][N:10]2[C:2]3[CH2:3][N:4]([C:15]([O:17][C:18]([CH3:21])([CH3:20])[CH3:19])=[O:16])[CH2:5][CH2:6][C:7]=3[C:8]([C:11]([F:14])([F:13])[F:12])=[N:9]2)=[CH:36][CH:35]=1)=[O:29])[CH3:34]. The catalyst class is: 3. (3) Reactant: C([O:3][C:4]([C@@H:6]1[C@@H:10]([C:11]2[CH:16]=[CH:15][C:14]([S:17]([CH3:20])(=[O:19])=[O:18])=[CH:13][CH:12]=2)[O:9][C:8]([C:21]2[CH:26]=[CH:25][CH:24]=[CH:23][CH:22]=2)=[N:7]1)=O)C.[BH4-].[K+].Cl.O. Product: [CH3:20][S:17]([C:14]1[CH:13]=[CH:12][C:11]([C@H:10]2[O:9][C:8]([C:21]3[CH:26]=[CH:25][CH:24]=[CH:23][CH:22]=3)=[N:7][C@@H:6]2[CH2:4][OH:3])=[CH:16][CH:15]=1)(=[O:18])=[O:19]. The catalyst class is: 5. (4) Reactant: [NH2:1][C:2]1[N:10]=[CH:9][C:8]([Br:11])=[CH:7][C:3]=1[C:4](O)=[O:5].[NH4+].[Cl-].C[N:15](C(ON1N=NC2C=CC=NC1=2)=[N+](C)C)C.F[P-](F)(F)(F)(F)F. Product: [NH2:1][C:2]1[N:10]=[CH:9][C:8]([Br:11])=[CH:7][C:3]=1[C:4]([NH2:15])=[O:5]. The catalyst class is: 1. (5) Reactant: [F:1][C:2]([F:7])([F:6])[C:3]([O-:5])=[O:4].[SH:8][CH2:9][CH2:10][CH2:11][CH2:12][CH2:13][CH2:14][CH2:15][CH2:16][CH2:17][CH2:18][CH2:19][O:20][CH2:21][CH2:22][O:23][CH2:24][CH2:25][O:26][CH2:27][CH2:28][O:29][CH2:30][CH2:31][O:32][CH2:33][CH2:34][O:35][CH2:36][CH2:37][NH3+:38].N1C=CC=CC=1S[S:46][CH2:47][CH2:48][CH2:49][CH2:50][CH2:51][CH2:52][CH2:53][CH2:54][CH2:55][CH2:56][CH2:57][O:58][CH2:59][CH2:60][O:61][CH2:62][CH2:63][O:64][CH2:65][CH2:66][OH:67]. Product: [F:1][C:2]([F:7])([F:6])[C:3]([O-:5])=[O:4].[OH:67][CH2:66][CH2:65][O:64][CH2:63][CH2:62][O:61][CH2:60][CH2:59][O:58][CH2:57][CH2:56][CH2:55][CH2:54][CH2:53][CH2:52][CH2:51][CH2:50][CH2:49][CH2:48][CH2:47][S:46][S:8][CH2:9][CH2:10][CH2:11][CH2:12][CH2:13][CH2:14][CH2:15][CH2:16][CH2:17][CH2:18][CH2:19][O:20][CH2:21][CH2:22][O:23][CH2:24][CH2:25][O:26][CH2:27][CH2:28][O:29][CH2:30][CH2:31][O:32][CH2:33][CH2:34][O:35][CH2:36][CH2:37][NH3+:38]. The catalyst class is: 5. (6) Reactant: [Li+].CC([N-]C(C)C)C.[O:9]=[C:10]1[CH2:15][CH2:14][N:13]([C:16]([O:18][C:19]([CH3:22])([CH3:21])[CH3:20])=[O:17])[CH2:12][CH2:11]1.[F:23][C:24]([F:43])([F:42])[S:25](N(C1C=CC=CN=1)[S:25]([C:24]([F:43])([F:42])[F:23])(=[O:27])=[O:26])(=[O:27])=[O:26]. Product: [F:23][C:24]([F:43])([F:42])[S:25]([O:9][C:10]1[CH2:11][CH2:12][N:13]([C:16]([O:18][C:19]([CH3:22])([CH3:21])[CH3:20])=[O:17])[CH2:14][CH:15]=1)(=[O:27])=[O:26]. The catalyst class is: 49. (7) Reactant: Cl.[Br:2][C:3]1[CH:4]=[CH:5][C:6]([CH3:11])=[C:7]([NH:9][NH2:10])[CH:8]=1.C(O[CH:15]=[C:16]([C:19]#[N:20])[C:17]#[N:18])C. Product: [NH2:20][C:19]1[N:9]([C:7]2[CH:8]=[C:3]([Br:2])[CH:4]=[CH:5][C:6]=2[CH3:11])[N:10]=[CH:15][C:16]=1[C:17]#[N:18]. The catalyst class is: 5.